From a dataset of Reaction yield outcomes from USPTO patents with 853,638 reactions. Predict the reaction yield, written as a fraction of the theoretical maximum amount of product (1.0 means a 100% yield; for example, 0.34 means a 34% yield). (1) The reactants are [CH3:1][O:2][C:3](=[O:18])[C:4]1[CH:9]=[C:8]([Cl:10])[C:7]([O:11][CH3:12])=[CH:6][C:5]=1[O:13][CH2:14][CH2:15][CH2:16]Br.C([O-])([O-])=O.[K+].[K+].[Cl:25][C:26]1[CH:31]=[CH:30][C:29]([C:32]2([OH:37])[CH2:36][CH2:35][NH:34][CH2:33]2)=[CH:28][CH:27]=1. The catalyst is CN(C=O)C.O. The product is [CH3:1][O:2][C:3](=[O:18])[C:4]1[CH:9]=[C:8]([Cl:10])[C:7]([O:11][CH3:12])=[CH:6][C:5]=1[O:13][CH2:14][CH2:15][CH2:16][N:34]1[CH2:35][CH2:36][C:32]([C:29]2[CH:30]=[CH:31][C:26]([Cl:25])=[CH:27][CH:28]=2)([OH:37])[CH2:33]1. The yield is 0.223. (2) The reactants are [C:1]1([CH3:21])[CH:6]=[CH:5][C:4]([NH:7][C:8]2[C:13]3[O:14][C:15]4[CH:20]=[CH:19][CH:18]=[CH:17][C:16]=4[C:12]=3[CH:11]=[CH:10][CH:9]=2)=[CH:3][CH:2]=1.FC(F)(F)S(OC1C=CC2C3[C:37]([C:38]4[CH:39]=[CH:40][CH:41]=[CH:42][C:43]=4C=2C=1)=[CH:36][C:35]1=[CH:46][C:47]2[C:52]([C:51]4([C:64]5[CH:63]=[CH:62][CH:61]=[CH:60][C:59]=5[C:58]5[C:53]4=[CH:54][CH:55]=[CH:56][CH:57]=5)[CH:50]=[CH:49][CH:48]=2)=[C:34]1[CH:33]=3)(=O)=O.C(=O)([O-])[O-].[K+].[K+].[C:73]1([CH3:79])[CH:78]=[CH:77][CH:76]=[CH:75][CH:74]=1. The catalyst is C([O-])(=O)C.[Pd+2].C([O-])(=O)C.C1C=CC(P(C2C(C3C(P(C4C=CC=CC=4)C4C=CC=CC=4)=CC=C4C=3C=CC=C4)=C3C(C=CC=C3)=CC=2)C2C=CC=CC=2)=CC=1.CO. The product is [CH:39]1[C:38]2[C:37]3[C:21](=[CH:33][C:34]4[C:35](=[CH:46][C:47]5[C:52]=4[C:51]4([C:53]6[CH:54]=[CH:55][CH:56]=[CH:57][C:58]=6[C:59]6[C:64]4=[CH:63][CH:62]=[CH:61][CH:60]=6)[CH:50]=[CH:49][CH:48]=5)[CH:36]=3)[C:1]3[CH:2]=[CH:3][C:4]([N:7]([C:76]4[CH:77]=[CH:78][C:73]([CH3:79])=[CH:74][CH:75]=4)[C:8]4[C:13]5[O:14][C:15]6[CH:20]=[CH:19][CH:18]=[CH:17][C:16]=6[C:12]=5[CH:11]=[CH:10][CH:9]=4)=[CH:5][C:6]=3[C:43]=2[CH:42]=[CH:41][CH:40]=1. The yield is 0.670.